From a dataset of Catalyst prediction with 721,799 reactions and 888 catalyst types from USPTO. Predict which catalyst facilitates the given reaction. (1) Reactant: [Br:1][CH2:2][CH2:3][CH2:4][CH2:5][CH2:6][C:7]([CH3:14])([CH3:13])[C:8](OCC)=[O:9].[H-].C([Al+]CC(C)C)C(C)C. Product: [Br:1][CH2:2][CH2:3][CH2:4][CH2:5][CH2:6][C:7]([CH3:14])([CH3:13])[CH2:8][OH:9]. The catalyst class is: 27. (2) Reactant: [F-].C([N+](CCCC)(CCCC)CCCC)CCC.[Si]([O:26][C@H:27]1[CH2:32][CH2:31][C@H:30]([C:33]2[N:38]=[CH:37][C:36]([NH:39][C:40]([C:42]3[CH:43]=[N:44][N:45]([C:48]4[CH:53]=[CH:52][C:51]([C:54]([F:57])([F:56])[F:55])=[CH:50][N:49]=4)[C:46]=3[CH3:47])=[O:41])=[CH:35][C:34]=2[CH3:58])[CH2:29][CH2:28]1)(C(C)(C)C)(C)C. Product: [OH:26][C@H:27]1[CH2:32][CH2:31][C@H:30]([C:33]2[N:38]=[CH:37][C:36]([NH:39][C:40]([C:42]3[CH:43]=[N:44][N:45]([C:48]4[CH:53]=[CH:52][C:51]([C:54]([F:57])([F:56])[F:55])=[CH:50][N:49]=4)[C:46]=3[CH3:47])=[O:41])=[CH:35][C:34]=2[CH3:58])[CH2:29][CH2:28]1. The catalyst class is: 7.